The task is: Predict the product of the given reaction.. This data is from Forward reaction prediction with 1.9M reactions from USPTO patents (1976-2016). (1) Given the reactants Br[C:2]1[CH:3]=[N:4][CH:5]=[C:6]2[C:11]=1[N:10]=[C:9]([C:12]([NH2:14])=[O:13])[CH:8]=[CH:7]2.CC1(C)C(C)(C)OB([C:23]2[CH:28]=[CH:27][C:26]([CH2:29][NH2:30])=[CH:25][CH:24]=2)O1, predict the reaction product. The product is: [NH2:30][CH2:29][C:26]1[CH:27]=[CH:28][C:23]([C:2]2[CH:3]=[N:4][CH:5]=[C:6]3[C:11]=2[N:10]=[C:9]([C:12]([NH2:14])=[O:13])[CH:8]=[CH:7]3)=[CH:24][CH:25]=1. (2) Given the reactants [NH:1]1[CH2:6][CH2:5][C:4]2([C:14]3[C:9](=[CH:10][CH:11]=[CH:12][CH:13]=3)[CH2:8][CH2:7]2)[CH2:3][CH2:2]1.C([O-])([O-])=O.[Cs+].[Cs+].Br[CH2:22][C:23]1[CH:28]=[CH:27][C:26]([CH2:29][OH:30])=[CH:25][CH:24]=1.O, predict the reaction product. The product is: [N:1]1([CH2:22][C:23]2[CH:28]=[CH:27][C:26]([CH2:29][OH:30])=[CH:25][CH:24]=2)[CH2:6][CH2:5][C:4]2([C:14]3[C:9](=[CH:10][CH:11]=[CH:12][CH:13]=3)[CH2:8][CH2:7]2)[CH2:3][CH2:2]1.